Task: Predict the product of the given reaction.. Dataset: Forward reaction prediction with 1.9M reactions from USPTO patents (1976-2016) (1) Given the reactants [CH2:1]([NH:8][C@@H:9]([CH3:15])[C:10]([O:12][CH2:13][CH3:14])=[O:11])[C:2]1[CH:7]=[CH:6][CH:5]=[CH:4][CH:3]=1.C(N(CC)CC)C.[C:23]([O:27][C:28](O[C:28]([O:27][C:23]([CH3:26])([CH3:25])[CH3:24])=[O:29])=[O:29])([CH3:26])([CH3:25])[CH3:24], predict the reaction product. The product is: [CH2:1]([N:8]([C:28]([O:27][C:23]([CH3:26])([CH3:25])[CH3:24])=[O:29])[C@@H:9]([CH3:15])[C:10]([O:12][CH2:13][CH3:14])=[O:11])[C:2]1[CH:7]=[CH:6][CH:5]=[CH:4][CH:3]=1. (2) The product is: [F:1][C:2]1[CH:7]=[CH:6][C:5]([CH:20]([OH:21])[C:19]2[CH:22]=[CH:23][C:16]([C:14]#[N:15])=[CH:17][CH:18]=2)=[CH:4][CH:3]=1. Given the reactants [F:1][C:2]1[CH:7]=[CH:6][C:5](Br)=[CH:4][CH:3]=1.C([Li])CCC.[C:14]([C:16]1[CH:23]=[CH:22][C:19]([CH:20]=[O:21])=[CH:18][CH:17]=1)#[N:15].O, predict the reaction product. (3) Given the reactants [CH3:1][O:2][C:3]1[CH:4]=[C:5]([CH:8]=[CH:9][C:10]=1[OH:11])[CH:6]=[O:7].C1C=CC(N([S:19]([C:22]([F:25])([F:24])[F:23])(=[O:21])=[O:20])[S:19]([C:22]([F:25])([F:24])[F:23])(=[O:21])=[O:20])=CC=1.C(=O)([O-])[O-].[K+].[K+], predict the reaction product. The product is: [CH:6]([C:5]1[CH:8]=[CH:9][C:10]([O:11][S:19]([C:22]([F:25])([F:24])[F:23])(=[O:21])=[O:20])=[C:3]([O:2][CH3:1])[CH:4]=1)=[O:7]. (4) Given the reactants II.Br[CH2:4][CH2:5][CH2:6][CH:7]=[CH2:8].[Br:9][C:10]1[CH:15]=[CH:14][C:13]([C:16]([F:19])([F:18])[F:17])=[CH:12][C:11]=1/[CH:20]=[N:21]/[S:22]([C:24]([CH3:27])([CH3:26])[CH3:25])=[O:23], predict the reaction product. The product is: [Br:9][C:10]1[CH:15]=[CH:14][C:13]([C:16]([F:19])([F:18])[F:17])=[CH:12][C:11]=1[C@@H:20]([NH:21][S:22]([C:24]([CH3:27])([CH3:26])[CH3:25])=[O:23])[CH2:8][CH2:7][CH2:6][CH:5]=[CH2:4]. (5) Given the reactants CS(O[CH2:6][C:7]1([C:12]2[CH:17]=[CH:16][C:15]([Cl:18])=[C:14]([Cl:19])[CH:13]=2)[CH2:11][CH2:10][CH2:9][CH2:8]1)(=O)=O.FC(F)(F)C1C=CC(C2(C[C:34]#[N:35])CCCC2)=CC=1, predict the reaction product. The product is: [Cl:19][C:14]1[CH:13]=[C:12]([C:7]2([CH2:6][C:34]#[N:35])[CH2:11][CH2:10][CH2:9][CH2:8]2)[CH:17]=[CH:16][C:15]=1[Cl:18]. (6) Given the reactants [Si:1]([O:8][CH2:9][C:10]1[N:11]([CH3:26])[C:12]2[C:17]([CH:18]=1)=[CH:16][C:15]1[C:19](=[O:25])[CH2:20][CH2:21][CH:22]=[C:23]([CH3:24])[C:14]=1[CH:13]=2)([C:4]([CH3:7])([CH3:6])[CH3:5])([CH3:3])[CH3:2], predict the reaction product. The product is: [Si:1]([O:8][CH2:9][C:10]1[N:11]([CH3:26])[C:12]2[C:17]([CH:18]=1)=[CH:16][C:15]1[C:19](=[O:25])[CH2:20][CH2:21][CH2:22][CH:23]([CH3:24])[C:14]=1[CH:13]=2)([C:4]([CH3:6])([CH3:7])[CH3:5])([CH3:3])[CH3:2]. (7) Given the reactants C[Si]([N-][Si](C)(C)C)(C)C.[K+].[CH3:11][C:12]1[C:20]2[C:15](=[CH:16][CH:17]=[C:18]([C:21]#[N:22])[CH:19]=2)[NH:14][C:13]=1[C:23]1[CH:24]=[N:25][CH:26]=[CH:27][CH:28]=1.[C:29]([C:31]1[CH:32]=[C:33]([CH:37]=[CH:38][CH:39]=1)[C:34](Cl)=[O:35])#[N:30].[Cl-].[NH4+], predict the reaction product. The product is: [C:29]([C:31]1[CH:32]=[C:33]([CH:37]=[CH:38][CH:39]=1)[C:34]([N:14]1[C:15]2[C:20](=[CH:19][C:18]([C:21]#[N:22])=[CH:17][CH:16]=2)[C:12]([CH3:11])=[C:13]1[C:23]1[CH:24]=[N:25][CH:26]=[CH:27][CH:28]=1)=[O:35])#[N:30].